This data is from Full USPTO retrosynthesis dataset with 1.9M reactions from patents (1976-2016). The task is: Predict the reactants needed to synthesize the given product. (1) Given the product [C:1]([O:5][C:6]([N:8]1[CH2:13][CH2:12][CH:11]([C:14]2[N:15]([CH2:30][C:31]#[N:32])[CH:16]=[C:17]([C:19]3[CH:24]=[CH:23][C:22]([F:25])=[C:21]([Cl:26])[CH:20]=3)[N:18]=2)[CH2:10][CH2:9]1)=[O:7])([CH3:4])([CH3:2])[CH3:3], predict the reactants needed to synthesize it. The reactants are: [C:1]([O:5][C:6]([N:8]1[CH2:13][CH2:12][CH:11]([C:14]2[NH:15][CH:16]=[C:17]([C:19]3[CH:24]=[CH:23][C:22]([F:25])=[C:21]([Cl:26])[CH:20]=3)[N:18]=2)[CH2:10][CH2:9]1)=[O:7])([CH3:4])([CH3:3])[CH3:2].[OH-].[Na+].Br[CH2:30][C:31]#[N:32]. (2) Given the product [CH:18]1([C:16]([N:15]2[C@H:13]3[CH2:12][CH2:11][C@@H:10]2[CH2:9][N:8]([C:6]2[CH:5]=[CH:4][N:3]=[C:2]([NH:26][C:24]4[CH:25]=[N:21][NH:22][CH:23]=4)[N:7]=2)[CH2:14]3)=[O:17])[CH2:20][CH2:19]1, predict the reactants needed to synthesize it. The reactants are: Cl[C:2]1[N:7]=[C:6]([N:8]2[CH2:14][C@H:13]3[N:15]([C:16]([CH:18]4[CH2:20][CH2:19]4)=[O:17])[C@H:10]([CH2:11][CH2:12]3)[CH2:9]2)[CH:5]=[CH:4][N:3]=1.[NH:21]1[CH:25]=[C:24]([NH2:26])[CH:23]=[N:22]1. (3) Given the product [OH:9][CH2:8][C:5]1[S:6][CH:7]=[C:3]([C:1]#[N:2])[N:4]=1, predict the reactants needed to synthesize it. The reactants are: [C:1]([C:3]1[N:4]=[C:5]([C:8](OCC)=[O:9])[S:6][CH:7]=1)#[N:2].[BH4-].[Na+].[NH4+].[Cl-]. (4) Given the product [CH2:38]([C:40]1[C:56]([F:57])=[CH:55][C:43]([O:44][C:45]2[CH:53]=[CH:52][C:48]([C:49]([N:13]3[CH2:14][CH2:15][NH:10][C:11](=[O:16])[CH2:12]3)=[O:50])=[CH:47][C:46]=2[F:54])=[C:42]([O:58][CH3:59])[CH:41]=1)[CH3:39], predict the reactants needed to synthesize it. The reactants are: C(N(CC)C(C)C)(C)C.[NH:10]1[CH2:15][CH2:14][NH:13][CH2:12][C:11]1=[O:16].CCN=C=NCCCN(C)C.C1C=CC2N(O)N=NC=2C=1.[CH2:38]([C:40]1[C:56]([F:57])=[CH:55][C:43]([O:44][C:45]2[CH:53]=[CH:52][C:48]([C:49](O)=[O:50])=[CH:47][C:46]=2[F:54])=[C:42]([O:58][CH3:59])[CH:41]=1)[CH3:39].C(=O)([O-])O.[Na+].